From a dataset of Reaction yield outcomes from USPTO patents with 853,638 reactions. Predict the reaction yield, written as a fraction of the theoretical maximum amount of product (1.0 means a 100% yield; for example, 0.34 means a 34% yield). (1) The reactants are [Cl:1][C:2]1[CH:3]=[C:4]2[C:12](=[C:13]([NH2:15])[CH:14]=1)[NH:11][C:10]1[CH:9]=[N:8][CH:7]=[CH:6][C:5]2=1.[CH3:16][N:17]1[C:21](=[O:22])[CH2:20][CH:19]([C:23](O)=[O:24])[C:18]1([CH3:27])[CH3:26]. No catalyst specified. The product is [Cl:1][C:2]1[CH:3]=[C:4]2[C:12](=[C:13]([NH:15][C:23]([CH:19]3[CH2:20][C:21](=[O:22])[N:17]([CH3:16])[C:18]3([CH3:27])[CH3:26])=[O:24])[CH:14]=1)[NH:11][C:10]1[CH:9]=[N:8][CH:7]=[CH:6][C:5]2=1. The yield is 0.680. (2) The reactants are Cl.[NH:2]1[CH2:7][CH2:6][CH:5]([S:8]([C:11]2[CH:18]=[CH:17][C:14]([C:15]#[N:16])=[CH:13][CH:12]=2)(=[O:10])=[O:9])[CH2:4][CH2:3]1.CCN(C(C)C)C(C)C.[C:28](Cl)(=[O:30])[CH3:29]. The catalyst is C(Cl)Cl. The product is [C:28]([N:2]1[CH2:3][CH2:4][CH:5]([S:8]([C:11]2[CH:18]=[CH:17][C:14]([C:15]#[N:16])=[CH:13][CH:12]=2)(=[O:10])=[O:9])[CH2:6][CH2:7]1)(=[O:30])[CH3:29]. The yield is 0.920. (3) The reactants are [C:1]([C@@:9]1([OH:37])[C@@H:17]([O:18][C:19](=[O:26])[C:20]2[CH:25]=[CH:24][CH:23]=[CH:22][CH:21]=2)[C@H:16]([O:27][CH2:28][C:29]2[CH:34]=[CH:33][CH:32]=[CH:31][CH:30]=2)[C@@H:15]([CH2:35][OH:36])[O:14][C@H:10]1[S:11][CH2:12][CH3:13])(=[O:8])[C:2]1[CH:7]=[CH:6][CH:5]=[CH:4][CH:3]=1.N1C=CC=CC=1.[C:44](OC(=O)C)(=[O:46])[CH3:45]. The catalyst is ClCCl. The product is [C:44]([O:36][CH2:35][C@H:15]1[O:14][C@@H:10]([S:11][CH2:12][CH3:13])[C@:9]([C:1](=[O:8])[C:2]2[CH:7]=[CH:6][CH:5]=[CH:4][CH:3]=2)([OH:37])[C@@H:17]([O:18][C:19](=[O:26])[C:20]2[CH:25]=[CH:24][CH:23]=[CH:22][CH:21]=2)[C@@H:16]1[O:27][CH2:28][C:29]1[CH:34]=[CH:33][CH:32]=[CH:31][CH:30]=1)(=[O:46])[CH3:45]. The yield is 0.930. (4) The reactants are C([O:5][C:6](=[O:21])[CH2:7][N:8]1[CH2:14][C:13]2[CH:15]=[C:16]([Br:19])[CH:17]=[N:18][C:12]=2[NH:11][C:10](=[O:20])[CH2:9]1)(C)(C)C.C(O)(C(F)(F)F)=O.C(Cl)[Cl:30]. No catalyst specified. The product is [ClH:30].[Br:19][C:16]1[CH:17]=[N:18][C:12]2[NH:11][C:10](=[O:20])[CH2:9][N:8]([CH2:7][C:6]([OH:21])=[O:5])[CH2:14][C:13]=2[CH:15]=1. The yield is 0.980. (5) The reactants are Br[C:2]1[CH:7]=[CH:6][C:5]([C:8]2[CH:17]=[CH:16][C:15]3[C:10](=[CH:11][CH:12]=[CH:13][CH:14]=3)[CH:9]=2)=[CH:4][CH:3]=1.CCCCCC.C([Li])CCC.[B:29](OC(C)C)([O:34]C(C)C)[O:30]C(C)C.Cl. The catalyst is C1(C)C=CC=CC=1.C1COCC1. The product is [CH:9]1[C:10]2[C:15](=[CH:14][CH:13]=[CH:12][CH:11]=2)[CH:16]=[CH:17][C:8]=1[C:5]1[CH:6]=[CH:7][C:2]([B:29]([OH:34])[OH:30])=[CH:3][CH:4]=1. The yield is 0.840. (6) The reactants are [CH3:1][S:2]([NH:5][CH2:6][C:7]1[C:15]2[S:14](=[O:17])(=[O:16])[N:13]=[C:12]([CH2:18][C:19]([OH:21])=O)[NH:11][C:10]=2[S:9][CH:8]=1)(=[O:4])=[O:3].F[P-](F)(F)(F)(F)F.N1([O:38][C:39](N(C)C)=[N+](C)C)C2N=CC=CC=2N=N1.CN1CCOCC1.C(OC(=O)[CH2:57][CH:58]([NH:62][CH2:63][C:64]1[CH:69]=[CH:68][C:67]([F:70])=[CH:66][CH:65]=1)[CH:59]([CH3:61])[CH3:60])C.[O-]CC.[Na+].C(O)C. The catalyst is CN(C)C=O. The product is [F:70][C:67]1[CH:66]=[CH:65][C:64]([CH2:63][N:62]2[CH:58]([CH:59]([CH3:60])[CH3:61])[CH2:57][C:19]([OH:21])=[C:18]([C:12]3[NH:11][C:10]4[S:9][CH:8]=[C:7]([CH2:6][NH:5][S:2]([CH3:1])(=[O:3])=[O:4])[C:15]=4[S:14](=[O:16])(=[O:17])[N:13]=3)[C:39]2=[O:38])=[CH:69][CH:68]=1. The yield is 0.130. (7) The reactants are [Na].C(O[C:5](=[O:17])[CH:6]([C:15]#[N:16])[CH2:7][CH:8]([O:12][CH2:13][CH3:14])[O:9][CH2:10][CH3:11])C.[NH2:18][C:19]([NH2:21])=[S:20]. The catalyst is C(O)C. The product is [NH2:16][C:15]1[N:21]=[C:19]([SH:20])[N:18]=[C:5]([OH:17])[C:6]=1[CH2:7][CH:8]([O:12][CH2:13][CH3:14])[O:9][CH2:10][CH3:11]. The yield is 0.360.